From a dataset of Forward reaction prediction with 1.9M reactions from USPTO patents (1976-2016). Predict the product of the given reaction. Given the reactants [C:1]([O:5][C:6]([C:8]1[C:16]2[CH2:15][C@@H:14]([CH2:17][NH2:18])[N:13]([C@H:19]([C:21]3[CH:26]=[CH:25][CH:24]=[CH:23][CH:22]=3)[CH3:20])[CH2:12][C:11]=2[S:10][C:9]=1[NH2:27])=[O:7])([CH3:4])([CH3:3])[CH3:2].[O:28]([C:35]1[CH:40]=[CH:39][C:38]([N:41]=[C:42]=[O:43])=[CH:37][CH:36]=1)[C:29]1[CH:34]=[CH:33][CH:32]=[CH:31][CH:30]=1, predict the reaction product. The product is: [C:1]([O:5][C:6]([C:8]1[C:16]2[CH2:15][C@@H:14]([CH2:17][NH:18][C:42]([NH:41][C:38]3[CH:39]=[CH:40][C:35]([O:28][C:29]4[CH:30]=[CH:31][CH:32]=[CH:33][CH:34]=4)=[CH:36][CH:37]=3)=[O:43])[N:13]([C@@H:19]([C:21]3[CH:26]=[CH:25][CH:24]=[CH:23][CH:22]=3)[CH3:20])[CH2:12][C:11]=2[S:10][C:9]=1[NH2:27])=[O:7])([CH3:2])([CH3:3])[CH3:4].